Task: Predict the reactants needed to synthesize the given product.. Dataset: Full USPTO retrosynthesis dataset with 1.9M reactions from patents (1976-2016) (1) Given the product [CH3:21][N:17]([CH3:16])[C:2]1[CH:14]=[CH:13][C:12]2[C:11]3[C:6](=[CH:7][CH:8]=[CH:9][CH:10]=3)[CH2:5][C:4]=2[CH:3]=1, predict the reactants needed to synthesize it. The reactants are: N[C:2]1[CH:14]=[CH:13][C:12]2[C:11]3[C:6](=[CH:7][CH:8]=[CH:9][CH:10]=3)[CH2:5][C:4]=2[CH:3]=1.[BH3-][C:16]#[N:17].[Na+].[OH-].[Na+].[CH3:21]C(O)=O. (2) Given the product [Cl:20][C:16]1[CH:17]=[C:18]([CH3:19])[C:13]2[O:12][CH:11]([CH:21]([CH3:23])[CH3:22])[CH2:10][N:9]([C:7](=[O:8])/[CH:6]=[CH:5]/[C:4]([OH:24])=[O:3])[C:14]=2[CH:15]=1, predict the reactants needed to synthesize it. The reactants are: C([O:3][C:4](=[O:24])/[CH:5]=[CH:6]/[C:7]([N:9]1[C:14]2[CH:15]=[C:16]([Cl:20])[CH:17]=[C:18]([CH3:19])[C:13]=2[O:12][CH:11]([CH:21]([CH3:23])[CH3:22])[CH2:10]1)=[O:8])C.[OH-].[Na+].